This data is from Forward reaction prediction with 1.9M reactions from USPTO patents (1976-2016). The task is: Predict the product of the given reaction. (1) The product is: [F:26][C:20]1[CH:21]=[CH:22][C:23]([F:25])=[CH:24][C:19]=1[CH2:18][CH:11]1[C:10]2[C:15](=[N:16][CH:17]=[C:8]([C:37]3[CH:36]=[N:35][C:34]([N:31]4[CH2:30][CH2:29][N:28]([CH3:27])[CH2:33][CH2:32]4)=[CH:39][CH:38]=3)[CH:9]=2)[NH:14][CH2:13][CH2:12]1. Given the reactants C([O-])([O-])=O.[Na+].[Na+].Br[C:8]1[CH:9]=[C:10]2[C:15](=[N:16][CH:17]=1)[NH:14][CH2:13][CH2:12][CH:11]2[CH2:18][C:19]1[CH:24]=[C:23]([F:25])[CH:22]=[CH:21][C:20]=1[F:26].[CH3:27][N:28]1[CH2:33][CH2:32][N:31]([C:34]2[CH:39]=[CH:38][C:37](B3OC(C)(C)C(C)(C)O3)=[CH:36][N:35]=2)[CH2:30][CH2:29]1, predict the reaction product. (2) Given the reactants [F:1][C:2]1[CH:3]=[CH:4][C:5]2[S:9][CH:8]=[C:7]([CH3:10])[C:6]=2[CH:11]=1.C1C(=O)N([Br:19])C(=O)C1, predict the reaction product. The product is: [Br:19][C:8]1[S:9][C:5]2[CH:4]=[CH:3][C:2]([F:1])=[CH:11][C:6]=2[C:7]=1[CH3:10]. (3) The product is: [ClH:27].[CH2:13]([O:12][C:10]([NH:9][NH:8][CH3:6])=[O:11])[C:14]1[CH:19]=[CH:18][CH:17]=[CH:16][CH:15]=1. Given the reactants C(O[C:6]([N:8](C)[NH:9][C:10]([O:12][CH2:13][C:14]1[CH:19]=[CH:18][CH:17]=[CH:16][CH:15]=1)=[O:11])=O)(C)(C)C.C(OCC)(=O)C.[ClH:27], predict the reaction product. (4) Given the reactants [Cl:1][C:2]1[CH:7]=[CH:6][C:5]([CH:8]=[CH:9][C:10]([C:16]2[CH:29]=[CH:28][C:19]([NH:20]C(=O)OC(C)(C)C)=[C:18]([CH3:30])[CH:17]=2)([OH:15])[C:11]([F:14])([F:13])[F:12])=[CH:4][CH:3]=1.FC(F)(F)C(O)=O, predict the reaction product. The product is: [NH2:20][C:19]1[CH:28]=[CH:29][C:16]([C:10]([C:11]([F:14])([F:12])[F:13])([OH:15])[CH:9]=[CH:8][C:5]2[CH:6]=[CH:7][C:2]([Cl:1])=[CH:3][CH:4]=2)=[CH:17][C:18]=1[CH3:30]. (5) Given the reactants C([O:8][C:9]1[CH:14]=[CH:13][C:12]([S:15]([NH:18][CH2:19][C@H:20]([N:25]2[CH2:30][CH2:29][O:28][CH2:27][CH2:26]2)[C:21]([O:23][CH3:24])=[O:22])(=[O:17])=[O:16])=[CH:11][CH:10]=1)C1C=CC=CC=1, predict the reaction product. The product is: [OH:8][C:9]1[CH:10]=[CH:11][C:12]([S:15]([NH:18][CH2:19][C@H:20]([N:25]2[CH2:30][CH2:29][O:28][CH2:27][CH2:26]2)[C:21]([O:23][CH3:24])=[O:22])(=[O:17])=[O:16])=[CH:13][CH:14]=1. (6) Given the reactants [Br:1][C:2]1[CH:10]=[C:9]([F:11])[C:5]([C:6]([OH:8])=[O:7])=[C:4]([F:12])[CH:3]=1.[CH3:13][Si](C=[N+]=[N-])(C)C.CC(O)=O, predict the reaction product. The product is: [Br:1][C:2]1[CH:3]=[C:4]([F:12])[C:5]([C:6]([O:8][CH3:13])=[O:7])=[C:9]([F:11])[CH:10]=1. (7) Given the reactants CN(C)C=O.[Cl:6][C:7]1[CH:8]=[C:9]([C:14]2[N:18]([CH3:19])[N:17]=[C:16]([C:20](=O)[CH3:21])[C:15]=2[OH:23])[CH:10]=[CH:11][C:12]=1[Cl:13].[NH:24]([C:26]([NH:28][C:29]1[CH:38]=[CH:37][C:32]([C:33]([O:35][CH3:36])=[O:34])=[C:31]([N+:39]([O-:41])=[O:40])[CH:30]=1)=[S:27])[NH2:25], predict the reaction product. The product is: [Cl:6][C:7]1[CH:8]=[C:9]([C:14]2[N:18]([CH3:19])[N:17]=[C:16]([C:20](=[N:25][NH:24][C:26]([NH:28][C:29]3[CH:38]=[CH:37][C:32]([C:33]([O:35][CH3:36])=[O:34])=[C:31]([N+:39]([O-:41])=[O:40])[CH:30]=3)=[S:27])[CH3:21])[C:15]=2[OH:23])[CH:10]=[CH:11][C:12]=1[Cl:13]. (8) The product is: [CH2:22]([O:24][C:25]1[CH:26]=[C:27]([C:33]([C:35]2[CH:44]=[CH:43][C:38]3[N:39]([CH3:42])[N:40]=[N:41][C:37]=3[CH:36]=2)=[CH:9][C:10]#[N:11])[CH:28]=[CH:29][C:30]=1[O:31][CH3:32])[CH3:23]. Given the reactants C(OP([CH2:9][C:10]#[N:11])(=O)OCC)C.C[Si]([N-][Si](C)(C)C)(C)C.[Li+].[CH2:22]([O:24][C:25]1[CH:26]=[C:27]([C:33]([C:35]2[CH:44]=[CH:43][C:38]3[N:39]([CH3:42])[N:40]=[N:41][C:37]=3[CH:36]=2)=O)[CH:28]=[CH:29][C:30]=1[O:31][CH3:32])[CH3:23].CCOCC, predict the reaction product.